The task is: Predict the reaction yield, written as a fraction of the theoretical maximum amount of product (1.0 means a 100% yield; for example, 0.34 means a 34% yield).. This data is from Reaction yield outcomes from USPTO patents with 853,638 reactions. (1) The reactants are [CH3:1][O:2]/[N:3]=[C:4](/[C:15]1[CH:20]=[CH:19][CH:18]=[CH:17][C:16]=1[CH3:21])\[CH2:5][O:6][C:7]1[CH:14]=[CH:13][C:10]([CH:11]=O)=[CH:9][CH:8]=1.[NH2:22][C:23]1[CH:28]=[CH:27][C:26]([CH2:29][CH2:30][C:31]([OH:33])=[O:32])=[CH:25][CH:24]=1. No catalyst specified. The product is [CH3:1][O:2]/[N:3]=[C:4](/[C:15]1[CH:20]=[CH:19][CH:18]=[CH:17][C:16]=1[CH3:21])\[CH2:5][O:6][C:7]1[CH:14]=[CH:13][C:10]([CH2:11][NH:22][C:23]2[CH:24]=[CH:25][C:26]([CH2:29][CH2:30][C:31]([OH:33])=[O:32])=[CH:27][CH:28]=2)=[CH:9][CH:8]=1. The yield is 0.0550. (2) The reactants are Cl[C:2]1[CH:7]=[C:6]([C:8]2[CH:13]=[C:12]([Br:14])[CH:11]=[CH:10][C:9]=2[O:15][CH2:16][CH3:17])[N:5]=[C:4]([NH2:18])[N:3]=1.[NH2:19][C:20]1[CH:25]=[CH:24][C:23]([C:26](=[N:28][OH:29])[CH3:27])=[CH:22][CH:21]=1. No catalyst specified. The product is [NH2:18][C:4]1[N:3]=[C:2]([NH:19][C:20]2[CH:21]=[CH:22][C:23]([C:26](=[N:28][OH:29])[CH3:27])=[CH:24][CH:25]=2)[CH:7]=[C:6]([C:8]2[CH:13]=[C:12]([Br:14])[CH:11]=[CH:10][C:9]=2[O:15][CH2:16][CH3:17])[N:5]=1. The yield is 0.0500.